This data is from Catalyst prediction with 721,799 reactions and 888 catalyst types from USPTO. The task is: Predict which catalyst facilitates the given reaction. (1) Reactant: [F:1][C:2]([F:8])([F:7])[CH2:3][C:4](O)=[O:5].F[P-](F)(F)(F)(F)F.C[NH2+]C.C(N(C(C)C)CC)(C)C.[NH:28]1[CH2:33][CH2:32][CH2:31][C@@H:30]([NH:34][C:35]2[CH:40]=[CH:39][N:38]=[C:37]([C:41]3[CH:42]=[N:43][N:44]4[CH:49]=[CH:48][C:47]([C:50]#[N:51])=[CH:46][C:45]=34)[N:36]=2)[CH2:29]1. Product: [F:1][C:2]([F:8])([F:7])[CH2:3][C:4]([N:28]1[CH2:33][CH2:32][CH2:31][C@@H:30]([NH:34][C:35]2[CH:40]=[CH:39][N:38]=[C:37]([C:41]3[CH:42]=[N:43][N:44]4[CH:49]=[CH:48][C:47]([C:50]#[N:51])=[CH:46][C:45]=34)[N:36]=2)[CH2:29]1)=[O:5]. The catalyst class is: 3. (2) Product: [C:16]([C:13]1[CH:14]=[C:15]2[C:10](=[CH:11][CH:12]=1)[C:9](=[O:22])[N:8]([CH2:23][CH:24]([CH3:25])[CH3:26])[C:7]([CH2:27][NH:28][C:29](=[O:35])[O:30][C:31]([CH3:33])([CH3:32])[CH3:34])=[C:6]2[O:5][CH2:1][CH2:2][CH2:3][CH3:4])(=[O:17])[CH3:37]. The catalyst class is: 7. Reactant: [CH2:1]([O:5][C:6]1[C:15]2[C:10](=[CH:11][CH:12]=[C:13]([C:16](N(OC)C)=[O:17])[CH:14]=2)[C:9](=[O:22])[N:8]([CH2:23][CH:24]([CH3:26])[CH3:25])[C:7]=1[CH2:27][NH:28][C:29](=[O:35])[O:30][C:31]([CH3:34])([CH3:33])[CH3:32])[CH2:2][CH2:3][CH3:4].O1CCC[CH2:37]1.C[Mg]Br.O. (3) The catalyst class is: 90. Product: [C:1]([O:5][C:6](=[O:23])[NH:7][C@H:8]1[CH2:13][CH2:12][C@H:11]([CH:14]=[O:26])[CH2:10][CH2:9]1)([CH3:4])([CH3:3])[CH3:2]. Reactant: [C:1]([O:5][C:6](=[O:23])[NH:7][C@H:8]1[CH2:13][CH2:12][C@H:11]([CH:14]=NCC2C=CC=CC=2)[CH2:10][CH2:9]1)([CH3:4])([CH3:3])[CH3:2].C(O)(=O)C(O)=[O:26]. (4) Reactant: [F:1][C:2]1[CH:3]=[C:4]([C:14]2[N:23]=[C:22]([NH:24][C:25]3[CH:26]=[C:27]4[C:31](=[CH:32][CH:33]=3)[N:30]([C:34]([O:36][C:37]([CH3:40])([CH3:39])[CH3:38])=[O:35])[N:29]=[CH:28]4)[C:21]3[C:16](=[CH:17][C:18]([O:42][CH3:43])=[C:19]([OH:41])[CH:20]=3)[N:15]=2)[CH:5]=[CH:6][C:7]=1[C:8]1[CH:13]=[CH:12][CH:11]=[CH:10][CH:9]=1.Br[CH2:45][CH2:46][Cl:47].C([O-])([O-])=O.[K+].[K+].O. Product: [Cl:47][CH2:46][CH2:45][O:41][C:19]1[CH:20]=[C:21]2[C:16](=[CH:17][C:18]=1[O:42][CH3:43])[N:15]=[C:14]([C:4]1[CH:5]=[CH:6][C:7]([C:8]3[CH:9]=[CH:10][CH:11]=[CH:12][CH:13]=3)=[C:2]([F:1])[CH:3]=1)[N:23]=[C:22]2[NH:24][C:25]1[CH:26]=[C:27]2[C:31](=[CH:32][CH:33]=1)[N:30]([C:34]([O:36][C:37]([CH3:38])([CH3:39])[CH3:40])=[O:35])[N:29]=[CH:28]2. The catalyst class is: 3. (5) Reactant: C[O-].[Na+].[CH2:4]([OH:7])[CH2:5][OH:6].[Cl:8][C:9]1[CH:16]=[CH:15][CH:14]=[C:13]([Cl:17])[C:10]=1[CH2:11]Br. Product: [Cl:8][C:9]1[CH:16]=[CH:15][CH:14]=[C:13]([Cl:17])[C:10]=1[CH2:11][O:6][CH2:5][CH2:4][OH:7]. The catalyst class is: 6. (6) Reactant: [C:1]([NH:4][C:5]1[CH:14]=[C:13]([N+:15]([O-])=O)[CH:12]=[CH:11][C:6]=1[C:7]([O:9][CH3:10])=[O:8])(=[O:3])[CH3:2]. Product: [C:1]([NH:4][C:5]1[CH:14]=[C:13]([NH2:15])[CH:12]=[CH:11][C:6]=1[C:7]([O:9][CH3:10])=[O:8])(=[O:3])[CH3:2]. The catalyst class is: 19. (7) Reactant: [CH3:1][O:2][C:3]1[CH:8]=[CH:7][C:6]([SH:9])=[CH:5][CH:4]=1.[CH3:10][O:11][C:12](=[O:23])[C:13]1[CH:18]=[CH:17][C:16](Cl)=[C:15]([N+:20]([O-:22])=[O:21])[CH:14]=1.O. Product: [CH3:10][O:11][C:12](=[O:23])[C:13]1[CH:18]=[CH:17][C:16]([S:9][C:6]2[CH:7]=[CH:8][C:3]([O:2][CH3:1])=[CH:4][CH:5]=2)=[C:15]([N+:20]([O-:22])=[O:21])[CH:14]=1. The catalyst class is: 3. (8) Reactant: C([O:3][C:4](=[O:34])[C:5]1[CH:10]=[CH:9][C:8]([N:11]2[CH2:16][CH2:15][N:14]([C:17]3[CH:22]=[CH:21][C:20]([C:23](=[O:33])[NH:24][C:25]4[CH:30]=[CH:29][C:28]([CH3:31])=[C:27]([I:32])[CH:26]=4)=[CH:19][N:18]=3)[CH2:13][CH2:12]2)=[CH:7][CH:6]=1)C.C(C1C=C(NC(C2C=CC(N3CCN(C4C=CC(C(O)=O)=CC=4)CC3)=NC=2)=O)C=CC=1)(C)(C)C.CO.CN(C=O)C. Product: [I:32][C:27]1[CH:26]=[C:25]([NH:24][C:23]([C:20]2[CH:21]=[CH:22][C:17]([N:14]3[CH2:13][CH2:12][N:11]([C:8]4[CH:9]=[CH:10][C:5]([C:4]([OH:34])=[O:3])=[CH:6][CH:7]=4)[CH2:16][CH2:15]3)=[N:18][CH:19]=2)=[O:33])[CH:30]=[CH:29][C:28]=1[CH3:31]. The catalyst class is: 2.